This data is from Forward reaction prediction with 1.9M reactions from USPTO patents (1976-2016). The task is: Predict the product of the given reaction. (1) Given the reactants [C:1](=O)(OC(Cl)(Cl)Cl)[O:2]C(Cl)(Cl)Cl.[CH:13]1([N:16]2[CH2:21][CH2:20][CH:19]([NH2:22])[CH2:18][CH2:17]2)[CH2:15][CH2:14]1.[CH3:23][O:24][C:25]1[CH:26]=[CH:27][CH:28]=[C:29]2[C:33]=1[CH:32]([NH:34][C:35]1[CH:44]=[CH:43][C:42]3[C:37](=[CH:38][CH:39]=[C:40]([NH2:45])[CH:41]=3)[N:36]=1)[CH2:31][CH2:30]2, predict the reaction product. The product is: [CH:13]1([N:16]2[CH2:21][CH2:20][CH:19]([NH:22][C:1]([NH:45][C:40]3[CH:41]=[C:42]4[C:37](=[CH:38][CH:39]=3)[N:36]=[C:35]([NH:34][CH:32]3[C:33]5[C:29](=[CH:28][CH:27]=[CH:26][C:25]=5[O:24][CH3:23])[CH2:30][CH2:31]3)[CH:44]=[CH:43]4)=[O:2])[CH2:18][CH2:17]2)[CH2:15][CH2:14]1. (2) The product is: [F:31][C:19]1[CH:20]=[C:21]([C:22]2[CH:27]=[C:26]([O:28][CH3:29])[CH:25]=[CH:24][C:23]=2[CH3:30])[C:15]2[O:14][CH:13]([CH2:12][NH:33][CH3:32])[CH2:17][C:16]=2[CH:18]=1. Given the reactants CC1C=CC(S(O[CH2:12][CH:13]2[CH2:17][C:16]3[CH:18]=[C:19]([F:31])[CH:20]=[C:21]([C:22]4[CH:27]=[C:26]([O:28][CH3:29])[CH:25]=[CH:24][C:23]=4[CH3:30])[C:15]=3[O:14]2)(=O)=O)=CC=1.[CH3:32][NH2:33], predict the reaction product.